Dataset: NCI-60 drug combinations with 297,098 pairs across 59 cell lines. Task: Regression. Given two drug SMILES strings and cell line genomic features, predict the synergy score measuring deviation from expected non-interaction effect. (1) Drug 1: C1CCC(CC1)NC(=O)N(CCCl)N=O. Drug 2: C1C(C(OC1N2C=NC3=C(N=C(N=C32)Cl)N)CO)O. Cell line: IGROV1. Synergy scores: CSS=35.5, Synergy_ZIP=3.78, Synergy_Bliss=8.30, Synergy_Loewe=8.28, Synergy_HSA=8.12. (2) Cell line: SK-MEL-5. Drug 2: CCCCC(=O)OCC(=O)C1(CC(C2=C(C1)C(=C3C(=C2O)C(=O)C4=C(C3=O)C=CC=C4OC)O)OC5CC(C(C(O5)C)O)NC(=O)C(F)(F)F)O. Drug 1: CCN(CC)CCNC(=O)C1=C(NC(=C1C)C=C2C3=C(C=CC(=C3)F)NC2=O)C. Synergy scores: CSS=68.1, Synergy_ZIP=2.41, Synergy_Bliss=3.49, Synergy_Loewe=4.05, Synergy_HSA=5.84. (3) Drug 1: CC1C(C(CC(O1)OC2CC(OC(C2O)C)OC3=CC4=CC5=C(C(=O)C(C(C5)C(C(=O)C(C(C)O)O)OC)OC6CC(C(C(O6)C)O)OC7CC(C(C(O7)C)O)OC8CC(C(C(O8)C)O)(C)O)C(=C4C(=C3C)O)O)O)O. Drug 2: CC1C(C(CC(O1)OC2CC(CC3=C2C(=C4C(=C3O)C(=O)C5=C(C4=O)C(=CC=C5)OC)O)(C(=O)CO)O)N)O.Cl. Cell line: DU-145. Synergy scores: CSS=30.8, Synergy_ZIP=0.753, Synergy_Bliss=2.29, Synergy_Loewe=-5.96, Synergy_HSA=2.86. (4) Drug 1: CC(CN1CC(=O)NC(=O)C1)N2CC(=O)NC(=O)C2. Drug 2: CS(=O)(=O)CCNCC1=CC=C(O1)C2=CC3=C(C=C2)N=CN=C3NC4=CC(=C(C=C4)OCC5=CC(=CC=C5)F)Cl. Cell line: SF-539. Synergy scores: CSS=6.73, Synergy_ZIP=-3.82, Synergy_Bliss=-4.36, Synergy_Loewe=-5.59, Synergy_HSA=-5.62. (5) Drug 1: CCN(CC)CCCC(C)NC1=C2C=C(C=CC2=NC3=C1C=CC(=C3)Cl)OC. Drug 2: CC1=C(C(=O)C2=C(C1=O)N3CC4C(C3(C2COC(=O)N)OC)N4)N. Cell line: MCF7. Synergy scores: CSS=30.9, Synergy_ZIP=-6.73, Synergy_Bliss=-3.07, Synergy_Loewe=-2.68, Synergy_HSA=-2.19. (6) Drug 1: C1CCC(C1)C(CC#N)N2C=C(C=N2)C3=C4C=CNC4=NC=N3. Drug 2: CCC1=C2CN3C(=CC4=C(C3=O)COC(=O)C4(CC)O)C2=NC5=C1C=C(C=C5)O. Cell line: HT29. Synergy scores: CSS=21.9, Synergy_ZIP=-6.45, Synergy_Bliss=-0.106, Synergy_Loewe=-37.8, Synergy_HSA=-4.64.